This data is from Reaction yield outcomes from USPTO patents with 853,638 reactions. The task is: Predict the reaction yield, written as a fraction of the theoretical maximum amount of product (1.0 means a 100% yield; for example, 0.34 means a 34% yield). (1) The yield is 0.492. The product is [C:30]([O:29][C:27]([N:8]([CH2:15][C:16](=[O:18])[CH3:17])[CH2:9][C:10]([O:12][CH2:13][CH3:14])=[O:11])=[O:28])([CH3:31])([CH3:32])[CH3:33]. The catalyst is [Pd].CC(O)C. The reactants are C([N:8]([CH2:15][C:16](=[O:18])[CH3:17])[CH2:9][C:10]([O:12][CH2:13][CH3:14])=[O:11])C1C=CC=CC=1.[CH3:31][C:30]([O:29][C:27](O[C:27]([O:29][C:30]([CH3:33])([CH3:32])[CH3:31])=[O:28])=[O:28])([CH3:33])[CH3:32]. (2) The reactants are [C:1]([C:5]1[CH:10]=[CH:9][CH:8]=[CH:7][C:6]=1[S:11][CH:12]1[CH2:15][N:14](C(OC(C)(C)C)=O)[CH2:13]1)([CH3:4])([CH3:3])[CH3:2].[ClH:23]. The catalyst is O1CCOCC1. The product is [ClH:23].[C:1]([C:5]1[CH:10]=[CH:9][CH:8]=[CH:7][C:6]=1[S:11][CH:12]1[CH2:13][NH:14][CH2:15]1)([CH3:4])([CH3:2])[CH3:3]. The yield is 0.870. (3) The product is [Br:2][C:3]1[CH:8]=[CH:7][C:6]([S:9]([CH:12]2[CH2:14][CH2:13]2)(=[O:11])=[O:10])=[CH:5][C:4]=1[O:16][CH3:20]. No catalyst specified. The yield is 0.730. The reactants are [Na].[Br:2][C:3]1[CH:8]=[CH:7][C:6]([S:9]([CH:12]2[CH2:14][CH2:13]2)(=[O:11])=[O:10])=[CH:5][C:4]=1F.[OH2:16].C(Cl)Cl.[CH3:20]O. (4) The reactants are [Cl-].O[NH3+:3].[C:4](=[O:7])([O-])[OH:5].[Na+].CS(C)=O.[CH2:13]([C:17]1[N:18]=[C:19]([CH3:50])[N:20]([CH2:39][C:40]2[C:44]3[CH:45]=[C:46]([Cl:49])[CH:47]=[CH:48][C:43]=3[S:42][CH:41]=2)[C:21](=[O:38])[C:22]=1[CH2:23][C:24]1[CH:29]=[CH:28][C:27]([C:30]2[C:31]([C:36]#[N:37])=[CH:32][CH:33]=[CH:34][CH:35]=2)=[CH:26][CH:25]=1)[CH2:14][CH2:15][CH3:16]. The catalyst is C(OCC)(=O)C. The product is [CH2:13]([C:17]1[N:18]=[C:19]([CH3:50])[N:20]([CH2:39][C:40]2[C:44]3[CH:45]=[C:46]([Cl:49])[CH:47]=[CH:48][C:43]=3[S:42][CH:41]=2)[C:21](=[O:38])[C:22]=1[CH2:23][C:24]1[CH:25]=[CH:26][C:27]([C:30]2[CH:35]=[CH:34][CH:33]=[CH:32][C:31]=2[C:36]2[NH:3][C:4](=[O:7])[O:5][N:37]=2)=[CH:28][CH:29]=1)[CH2:14][CH2:15][CH3:16]. The yield is 0.620.